Dataset: Catalyst prediction with 721,799 reactions and 888 catalyst types from USPTO. Task: Predict which catalyst facilitates the given reaction. (1) Reactant: Cl.[F:2][C:3]1[C:11]2[O:10][CH:9]([C:12]3([OH:18])[CH2:17][CH2:16][NH:15][CH2:14][CH2:13]3)[CH2:8][C:7]=2[CH:6]=[CH:5][CH:4]=1.C1C(=O)N([Br:26])C(=O)C1. Product: [Br:26][C:5]1[CH:4]=[C:3]([F:2])[C:11]2[O:10][CH:9]([C:12]3([OH:18])[CH2:13][CH2:14][NH:15][CH2:16][CH2:17]3)[CH2:8][C:7]=2[CH:6]=1. The catalyst class is: 100. (2) Reactant: [C:1](#[N:8])[C:2]1[CH:7]=[CH:6][N:5]=[CH:4][CH:3]=1.C[Si](C)(C)[CH2:11][CH2:12][OH:13].[H-].[Na+].ClC1[CH:26]=[N:25][CH:24]=[CH:23]C=1C#N.[Cl-:27].[NH4+]. Product: [Cl:27][C:4]1[C:3]([O:13][C:12]2[CH:23]=[CH:24][N:25]=[CH:26][CH:11]=2)=[C:2]([CH:7]=[CH:6][N:5]=1)[C:1]#[N:8]. The catalyst class is: 1. (3) Reactant: [Br:1][C:2]1[CH:7]=[CH:6][C:5]([C:8]2[NH:9][CH:10]=[CH:11][N:12]=2)=[CH:4][CH:3]=1.[C:13](O[C:13]([O:15][C:16]([CH3:19])([CH3:18])[CH3:17])=[O:14])([O:15][C:16]([CH3:19])([CH3:18])[CH3:17])=[O:14]. Product: [Br:1][C:2]1[CH:3]=[CH:4][C:5]([C:8]2[N:12]([C:13]([O:15][C:16]([CH3:19])([CH3:18])[CH3:17])=[O:14])[CH:11]=[CH:10][N:9]=2)=[CH:6][CH:7]=1. The catalyst class is: 230.